Dataset: Experimentally validated miRNA-target interactions with 360,000+ pairs, plus equal number of negative samples. Task: Binary Classification. Given a miRNA mature sequence and a target amino acid sequence, predict their likelihood of interaction. (1) The miRNA is bta-miR-146a with sequence UGAGAACUGAAUUCCAUAGGUUGU. The protein sequence of the target gene is MNFALILMINTLLALLLMIITFWLPQLNGYMEKSTPYECGFDPMSPARVPFSMKFFLVAITFLLFDLEIALLLPLPWALQTTNLPLMVMSSLLLIIILALSLAYEWLQKGLDWTE. Result: 0 (no interaction). (2) The miRNA is cel-miR-85-3p with sequence UACAAAGUAUUUGAAAAGUCGUGC. The protein sequence of the target gene is MAGSGVRQATSTASTFVKPIFSRDMNEAKRRVRELYRAWYREVPNTVHQFQLDITVKMGRDKVREMFMKNAHVTDPRVVDLLVIKGKIELEETIKVWKQRTHVMRFFHETEAPRPKDFLSKFYVGHDP. Result: 0 (no interaction). (3) The miRNA is hsa-miR-6829-5p with sequence UGGGCUGCUGAGAAGGGGCA. The protein sequence of the target gene is MWIQQLLGLSSMSIRWPGRPLGSHAWILIAMFQLAVDLPACEALGPGPEFWLLPRSPPRPPRLWSFRSGQPARVPAPVWSPRPPRVERIHGQMQMPRARRAHRPRDQAAALVPKAGLAKPPAAAKSSPSLASSSSSSSSAVAGGAPEQQALLRRGKRHLQGDGLSSFDSRGSRPTTETEFIAWGPTGDEEALESNTFPGVYGPTTVSILQTRKTTVAATTTTTTTATPMTLQTKGFTESLDPRRRIPGGVSTTEPSTSPSNNGEVTQPPRILGEASGLAVHQIITITVSLIMVIAALITT.... Result: 0 (no interaction). (4) Result: 1 (interaction). The miRNA is mmu-miR-466n-3p with sequence UAUACAUGAGAGCAUACAUAGA. The protein sequence of the target gene is MSTARTENPVIMGLSSQNGQLRGPVKASAGPGGGGTQPQPQLNQLKNTSTINNGTPQQAQSMAATIKPGDDWKKTLKLPPKDLRIKTSDVTSTKGNEFEDYCLKRELLMGIFEMGWEKPSPIQEESIPIALSGRDILARAKNGTGKSGAYLIPLLERLDLKKDNIQAMVIVPTRELALQVSQICIQVSKHMGGAKVMATTGGTNLRDDIMRLDDTVHVVIATPGRILDLIKKGVAKVDHVQMIVLDEADKLLSQDFVQIMEDIILTLPKNRQILLYSATFPLSVQKFMNSHLQKPYEINL.... (5) The miRNA is mmu-miR-96-3p with sequence CAAUCAUGUGUAGUGCCAAUAU. The protein sequence of the target gene is MTFDDKMKPANDEPDQKSCGKKPKGLHLLSSPWWFPAAMTLVILCLVLSVTLIVQWTQLRQVSDLLKQYQANLTQQDRILEGQMLAQQKAENTSQESKKELKGKIDTLTQKLNEKSKEQEELLQKNQNLQEALQRAANSSEESQRELKGKIDTITRKLDEKSKEQEELLQMIQNLQEALQRAANSSEESQRELKGKIDTLTLKLNEKSKEQEELLQKNQNLQEALQRAANFSGPCPQDWLWHKENCYLFHGPFSWEKNRQTCQSLGGQLLQINGADDLTFILQAISHTTSPFWIGLHRKK.... Result: 0 (no interaction). (6) The miRNA is hsa-miR-4723-5p with sequence UGGGGGAGCCAUGAGAUAAGAGCA. The protein sequence of the target gene is MKHLLLLTLSALLYCWVSADTRCHSCYKVPVLGCVDRQSCRLEPGHKCLTTNVYLGKMWVFSNLRCGTPEEPCREVFNETNHKLGLNYNTTCCDKDNCNSPAPRPTPALALISLTSLAGLGLWLLH. Result: 0 (no interaction). (7) The miRNA is hsa-miR-4732-5p with sequence UGUAGAGCAGGGAGCAGGAAGCU. The protein sequence of the target gene is MAAASGYTDLREKLKSMTSRDNYKAGSREAAAAAAAAVAAAAAAAAAAEPYPVSGAKRKYQEDSDPERSDYEEQQLQKEEEARKVKSGIRQMRLFSQDECAKIEARIDEVVSRAEKGLYNEHTVDRAPLRNKYFFGEGYTYGAQLQKRGPGQERLYPPGDVDEIPEWVHQLVIQKLVEHRVIPEGFVNSAVINDYQPGGCIVSHVDPIHIFERPIVSVSFFSDSALCFGCKFQFKPIRVSEPVLSLPVRRGSVTVLSGYAADEITHCIRPQDIKERRAVIILRKTRLDAPRLETKSLSSS.... Result: 1 (interaction).